This data is from Full USPTO retrosynthesis dataset with 1.9M reactions from patents (1976-2016). The task is: Predict the reactants needed to synthesize the given product. (1) Given the product [CH3:10][O:8][C:7](=[O:9])[CH2:6][C:2](=[CH2:1])[C:3]([OH:5])=[O:4], predict the reactants needed to synthesize it. The reactants are: [CH2:1]=[C:2]([CH2:6][C:7]([OH:9])=[O:8])[C:3]([OH:5])=[O:4].[CH3:10]C1C=CC(S(N)(=O)=O)=CC=1. (2) The reactants are: [CH3:1][O:2][C:3](=[O:26])[C@H:4]([CH2:19][C:20]1[CH:25]=[CH:24][CH:23]=[CH:22][CH:21]=1)[N:5]=[C:6]([C:13]1[CH:18]=[CH:17][CH:16]=[CH:15][CH:14]=1)[C:7]1[CH:12]=[CH:11][CH:10]=[CH:9][CH:8]=1.[H-].[Na+].[CH2:29](I)[CH2:30][CH2:31][CH3:32]. Given the product [CH3:1][O:2][C:3](=[O:26])[C@:4]([CH2:29][CH2:30][CH2:31][CH3:32])([CH2:19][C:20]1[CH:21]=[CH:22][CH:23]=[CH:24][CH:25]=1)[N:5]=[C:6]([C:13]1[CH:14]=[CH:15][CH:16]=[CH:17][CH:18]=1)[C:7]1[CH:12]=[CH:11][CH:10]=[CH:9][CH:8]=1, predict the reactants needed to synthesize it.